Dataset: CYP1A2 inhibition data for predicting drug metabolism from PubChem BioAssay. Task: Regression/Classification. Given a drug SMILES string, predict its absorption, distribution, metabolism, or excretion properties. Task type varies by dataset: regression for continuous measurements (e.g., permeability, clearance, half-life) or binary classification for categorical outcomes (e.g., BBB penetration, CYP inhibition). Dataset: cyp1a2_veith. (1) The drug is CCN(CC)CCNC(=O)c1ccc(NC(C)=O)cc1. The result is 0 (non-inhibitor). (2) The drug is O=C(Nc1ccccc1)N1CCC2(CC1)CCN(C(=O)Oc1ccccc1)CC2. The result is 0 (non-inhibitor). (3) The molecule is CCc1c2c(nc3cccc(OC)c13)OC(CC)C2. The result is 1 (inhibitor).